Dataset: Reaction yield outcomes from USPTO patents with 853,638 reactions. Task: Predict the reaction yield, written as a fraction of the theoretical maximum amount of product (1.0 means a 100% yield; for example, 0.34 means a 34% yield). (1) The reactants are [CH2:1]([C@@:4]1([C:20]2[CH:25]=[CH:24][CH:23]=[CH:22][CH:21]=2)[O:9][C:8](=[O:10])[N:7]([C@H:11]([C:13]2[CH:18]=[CH:17][C:16]([Br:19])=[CH:15][CH:14]=2)[CH3:12])[CH2:6][CH2:5]1)[CH:2]=C.[O:26]=[O+][O-].[BH4-].[Na+]. The catalyst is C(Cl)Cl. The product is [Br:19][C:16]1[CH:17]=[CH:18][C:13]([C@@H:11]([N:7]2[CH2:6][CH2:5][C@:4]([CH2:1][CH2:2][OH:26])([C:20]3[CH:21]=[CH:22][CH:23]=[CH:24][CH:25]=3)[O:9][C:8]2=[O:10])[CH3:12])=[CH:14][CH:15]=1. The yield is 0.840. (2) The reactants are C1(C2C=CC([CH:8]=[O:9])=CC=2)CC1.Br[C:13]1[CH:18]=[CH:17][C:16]([C:19]([CH3:22])([CH3:21])[CH3:20])=[C:15]([Cl:23])[CH:14]=1.[Li]CCCC.CN(C=O)C. No catalyst specified. The product is [C:19]([C:16]1[CH:17]=[CH:18][C:13]([CH:8]=[O:9])=[CH:14][C:15]=1[Cl:23])([CH3:22])([CH3:21])[CH3:20]. The yield is 0.820.